Dataset: Catalyst prediction with 721,799 reactions and 888 catalyst types from USPTO. Task: Predict which catalyst facilitates the given reaction. (1) Reactant: [Cl:1][C:2]1[N:7]=[C:6](Cl)[CH:5]=[C:4]([CH3:9])[N:3]=1.C(N(CC)C(C)C)(C)C.[NH2:19][C@@H:20]1[C:28]2[C:23](=[CH:24][CH:25]=[CH:26][CH:27]=2)[CH2:22][CH2:21]1. Product: [Cl:1][C:2]1[N:7]=[C:6]([NH:19][C@@H:20]2[C:28]3[C:23](=[CH:24][CH:25]=[CH:26][CH:27]=3)[CH2:22][CH2:21]2)[CH:5]=[C:4]([CH3:9])[N:3]=1. The catalyst class is: 8. (2) Reactant: [CH:1]1[CH:6]=[CH:5][C:4]([CH2:7][NH:8][C:9]([C@H:11]([OH:24])[C@@H:11]([OH:24])[C:9]([NH:8][CH2:7][C:4]2[CH:5]=[CH:6][CH:1]=[CH:2][CH:3]=2)=[O:10])=[O:10])=[CH:3][CH:2]=1.I(O)(=O)(=O)=O. Product: [CH2:7]([NH:8][C:9](=[O:10])[CH:11]=[O:24])[C:4]1[CH:5]=[CH:6][CH:1]=[CH:2][CH:3]=1. The catalyst class is: 1.